Dataset: Full USPTO retrosynthesis dataset with 1.9M reactions from patents (1976-2016). Task: Predict the reactants needed to synthesize the given product. (1) Given the product [F:1][C:2]1[CH:3]=[C:4]2[C:8](=[CH:9][CH:10]=1)[NH:7][C:6](=[O:11])/[C:5]/2=[CH:12]\[C:13]1[NH:17][C:16]([CH3:18])=[C:15]([C:19]([NH:21][CH2:44][CH2:45][CH2:46][CH2:47][CH2:48][C:49]([O:51][CH3:52])=[O:50])=[O:20])[C:14]=1[CH3:23], predict the reactants needed to synthesize it. The reactants are: [F:1][C:2]1[CH:3]=[C:4]2[C:8](=[CH:9][CH:10]=1)[NH:7][C:6](=[O:11])/[C:5]/2=[CH:12]\[C:13]1[NH:17][C:16]([CH3:18])=[C:15]([C:19]([NH:21]O)=[O:20])[C:14]=1[CH3:23].C1C=CC2N(O)N=NC=2C=1.C(N(CC)CC)C.Cl.Cl.N[CH2:44][CH2:45][CH2:46][CH2:47][CH2:48][C:49]([O:51][CH3:52])=[O:50].[OH-].[Na+]. (2) Given the product [Cl:1][C:2]1[CH:34]=[CH:33][CH:32]=[C:31]([C:35]([F:36])([F:38])[F:37])[C:3]=1[C:4]([N:6]1[C:14]2[C:9](=[N:10][CH:11]=[C:12]([C:15]([CH:17]3[CH2:18][CH2:19]3)=[O:16])[CH:13]=2)[C:8]([C:20]2[CH:29]=[CH:28][C:23]([C:24]([O:26][CH3:27])=[O:25])=[CH:22][C:21]=2[F:30])=[N:7]1)=[O:5], predict the reactants needed to synthesize it. The reactants are: [Cl:1][C:2]1[CH:34]=[CH:33][CH:32]=[C:31]([C:35]([F:38])([F:37])[F:36])[C:3]=1[C:4]([N:6]1[C:14]2[C:9](=[N:10][CH:11]=[C:12]([CH:15]([CH:17]3[CH2:19][CH2:18]3)[OH:16])[CH:13]=2)[C:8]([C:20]2[CH:29]=[CH:28][C:23]([C:24]([O:26][CH3:27])=[O:25])=[CH:22][C:21]=2[F:30])=[N:7]1)=[O:5].CC(OI1(OC(C)=O)(OC(C)=O)OC(=O)C2C=CC=CC1=2)=O. (3) The reactants are: Cl.[CH2:2]([O:4][P:5]([C:10]([C:13]1[CH:18]=[CH:17][C:16]([CH2:19][NH:20][CH2:21][C:22]2[CH:27]=[CH:26][C:25]([C:28]([P:31]([O:36][CH2:37][CH3:38])([O:33][CH2:34][CH3:35])=[O:32])([F:30])[F:29])=[CH:24][CH:23]=2)=[CH:15][CH:14]=1)([F:12])[F:11])(=[O:9])[O:6][CH2:7][CH3:8])[CH3:3].[N:39]([CH2:42][C:43]1[CH:48]=[CH:47][CH:46]=[CH:45][CH:44]=1)=[C:40]=[O:41].CCN(CC)CC. Given the product [CH2:37]([O:36][P:31]([C:28]([C:25]1[CH:26]=[CH:27][C:22]([CH2:21][N:20]([CH2:19][C:16]2[CH:15]=[CH:14][C:13]([C:10]([P:5]([O:6][CH2:7][CH3:8])([O:4][CH2:2][CH3:3])=[O:9])([F:11])[F:12])=[CH:18][CH:17]=2)[C:40]([NH:39][CH2:42][C:43]2[CH:48]=[CH:47][CH:46]=[CH:45][CH:44]=2)=[O:41])=[CH:23][CH:24]=1)([F:30])[F:29])(=[O:32])[O:33][CH2:34][CH3:35])[CH3:38], predict the reactants needed to synthesize it. (4) Given the product [CH3:9][C:5]1[N:4]=[C:3]([CH2:2][C:14]#[N:15])[CH:8]=[CH:7][CH:6]=1, predict the reactants needed to synthesize it. The reactants are: Br[CH2:2][C:3]1[CH:8]=[CH:7][CH:6]=[C:5]([CH3:9])[N:4]=1.C[Si]([C:14]#[N:15])(C)C.CCCC[N+](CCCC)(CCCC)CCCC.[F-].[NH4+].[OH-]. (5) Given the product [F:25][C:3]([F:2])([F:24])[CH2:4][NH:5][C:6]([CH:8]1[C:16]2[C:11](=[CH:12][CH:13]=[CH:14][CH:15]=2)[CH2:10][NH:9]1)=[O:7], predict the reactants needed to synthesize it. The reactants are: Cl.[F:2][C:3]([F:25])([F:24])[CH2:4][NH:5][C:6]([CH:8]1[C:16]2[C:11](=[CH:12][CH:13]=[CH:14][CH:15]=2)[CH2:10][N:9]1C(OC(C)(C)C)=O)=[O:7]. (6) The reactants are: [F:1][C:2]([F:34])([F:33])[C:3]1[CH:4]=[C:5]([NH:9][C:10]([N:12]2[CH2:18][CH2:17][CH2:16][CH2:15][C:14]3[CH:19]=[C:20]([O:23][C:24]4[CH:29]=[C:28]([N:30]=[N+]=[N-])[N:27]=[CH:26][N:25]=4)[CH:21]=[CH:22][C:13]2=3)=[O:11])[CH:6]=[CH:7][CH:8]=1. Given the product [F:33][C:2]([F:1])([F:34])[C:3]1[CH:4]=[C:5]([NH:9][C:10]([N:12]2[CH2:18][CH2:17][CH2:16][CH2:15][C:14]3[CH:19]=[C:20]([O:23][C:24]4[CH:29]=[C:28]([NH2:30])[N:27]=[CH:26][N:25]=4)[CH:21]=[CH:22][C:13]2=3)=[O:11])[CH:6]=[CH:7][CH:8]=1, predict the reactants needed to synthesize it. (7) Given the product [Br:1][C:2]1[CH:10]=[C:6]([CH2:7][OH:8])[CH:5]=[N:4][CH:3]=1, predict the reactants needed to synthesize it. The reactants are: [Br:1][C:2]1[CH:3]=[N:4][CH:5]=[C:6]([CH:10]=1)[C:7](O)=[O:8].C1N=CN(C(N2C=NC=C2)=O)C=1.[BH4-].[Na+]. (8) Given the product [C:1]([C:5]1[O:9][N:8]=[C:7]([NH:10][C:11](=[O:37])[CH2:12][C:13]2[CH:18]=[CH:17][C:16]([C:19]3[CH:20]=[C:21]4[C:27]([CH2:28][OH:29])=[N:26][NH:25][C:22]4=[N:23][CH:24]=3)=[CH:15][C:14]=2[F:36])[CH:6]=1)([CH3:4])([CH3:2])[CH3:3], predict the reactants needed to synthesize it. The reactants are: [C:1]([C:5]1[O:9][N:8]=[C:7]([NH:10][C:11](=[O:37])[CH2:12][C:13]2[CH:18]=[CH:17][C:16]([C:19]3[CH:20]=[C:21]4[C:27]([CH:28]=[O:29])=[N:26][N:25](C5CCCCO5)[C:22]4=[N:23][CH:24]=3)=[CH:15][C:14]=2[F:36])[CH:6]=1)([CH3:4])([CH3:3])[CH3:2].[BH4-].[Na+].Cl. (9) Given the product [F:1][C:2]1[CH:3]=[CH:4][C:5]([NH:8][C:9]([C:11]2[C:16]([NH:17][C:26]3[CH:31]=[C:30]([F:32])[CH:29]=[C:28]([F:33])[CH:27]=3)=[CH:15][CH:14]=[C:13]([CH3:24])[N:12]=2)=[O:10])=[N:6][CH:7]=1, predict the reactants needed to synthesize it. The reactants are: [F:1][C:2]1[CH:3]=[CH:4][C:5]([NH:8][C:9]([C:11]2[C:16]([NH:17]C3C=NC=CC=3)=[CH:15][CH:14]=[C:13]([CH3:24])[N:12]=2)=[O:10])=[N:6][CH:7]=1.Br[C:26]1[CH:31]=[C:30]([F:32])[CH:29]=[C:28]([F:33])[CH:27]=1.